From a dataset of Catalyst prediction with 721,799 reactions and 888 catalyst types from USPTO. Predict which catalyst facilitates the given reaction. Reactant: [C:1](O)(=[O:5])[C:2]([CH3:4])=O.[CH3:7][O:8][C:9]1[CH:10]=[C:11]([NH2:16])[C:12]([NH2:15])=[CH:13][CH:14]=1.[OH-].[Na+]. Product: [CH3:7][O:8][C:9]1[CH:10]=[C:11]2[C:12]([N:15]=[C:2]([CH3:4])[C:1](=[O:5])[NH:16]2)=[CH:13][CH:14]=1. The catalyst class is: 65.